Dataset: Reaction yield outcomes from USPTO patents with 853,638 reactions. Task: Predict the reaction yield, written as a fraction of the theoretical maximum amount of product (1.0 means a 100% yield; for example, 0.34 means a 34% yield). The reactants are [CH3:1][O:2][C:3]1[CH:4]=[C:5]([CH2:10][C:11](O)=[O:12])[CH:6]=[C:7]([CH3:9])[CH:8]=1.[CH2:14]([O:16][C:17](=[O:31])[CH:18]([C:21]1[CH:26]=[CH:25][C:24]([O:27][CH3:28])=[C:23]([O:29][CH3:30])[CH:22]=1)[CH2:19][NH2:20])[CH3:15].C(N(CC)CC)C.Cl.CN(C)CCCN=C=NCC. The catalyst is C(Cl)Cl.C(OCC)(=O)C. The product is [CH2:14]([O:16][C:17](=[O:31])[CH:18]([C:21]1[CH:26]=[CH:25][C:24]([O:27][CH3:28])=[C:23]([O:29][CH3:30])[CH:22]=1)[CH2:19][NH:20][C:11](=[O:12])[CH2:10][C:5]1[CH:6]=[C:7]([CH3:9])[CH:8]=[C:3]([O:2][CH3:1])[CH:4]=1)[CH3:15]. The yield is 0.670.